From a dataset of Full USPTO retrosynthesis dataset with 1.9M reactions from patents (1976-2016). Predict the reactants needed to synthesize the given product. (1) Given the product [CH:19]1([C:23]([C:13]2[N:9]([C:6]3[CH:5]=[CH:4][C:3]([CH:1]=[CH2:2])=[CH:8][CH:7]=3)[N:10]=[CH:11][N:12]=2)=[O:22])[CH2:20][CH2:21]1, predict the reactants needed to synthesize it. The reactants are: [CH:1]([C:3]1[CH:8]=[CH:7][C:6]([N:9]2[CH:13]=[N:12][CH:11]=[N:10]2)=[CH:5][CH:4]=1)=[CH2:2].[Li]CCCC.[CH2:19]1[CH2:23][O:22][CH2:21][CH2:20]1. (2) Given the product [Cl:20][C:15]1[CH:14]=[C:13]([C:11](=[O:12])[CH:10]=[O:3])[CH:18]=[CH:17][C:16]=1[Cl:19], predict the reactants needed to synthesize it. The reactants are: C(C1C=CC=CC=1)(=[O:3])C.[CH3:10][C:11]([C:13]1[CH:18]=[CH:17][C:16]([Cl:19])=[C:15]([Cl:20])[CH:14]=1)=[O:12]. (3) Given the product [CH3:1][O:2][C:3](=[O:24])[C@H:4]([CH2:13][C:14]1[CH:19]=[CH:18][C:17]([OH:20])=[C:16]([NH2:21])[CH:15]=1)[NH:5][C:6]([O:8][C:9]([CH3:12])([CH3:10])[CH3:11])=[O:7], predict the reactants needed to synthesize it. The reactants are: [CH3:1][O:2][C:3](=[O:24])[C@H:4]([CH2:13][C:14]1[CH:19]=[CH:18][C:17]([OH:20])=[C:16]([N+:21]([O-])=O)[CH:15]=1)[NH:5][C:6]([O:8][C:9]([CH3:12])([CH3:11])[CH3:10])=[O:7]. (4) Given the product [CH3:23][O:24][C:25]([C:27]1([CH2:33][NH:34][C:3]([C:5]2[N:6]=[CH:7][C:8]3[C:13]([C:14]=2[OH:15])=[CH:12][CH:11]=[C:10]([O:16][C:17]2[CH:18]=[CH:19][CH:20]=[CH:21][CH:22]=2)[CH:9]=3)=[O:4])[CH2:32][CH2:31][O:30][CH2:29][CH2:28]1)=[O:26], predict the reactants needed to synthesize it. The reactants are: CO[C:3]([C:5]1[N:6]=[CH:7][C:8]2[C:13]([C:14]=1[OH:15])=[CH:12][CH:11]=[C:10]([O:16][C:17]1[CH:22]=[CH:21][CH:20]=[CH:19][CH:18]=1)[CH:9]=2)=[O:4].[CH3:23][O:24][C:25]([C:27]1([CH2:33][NH2:34])[CH2:32][CH2:31][O:30][CH2:29][CH2:28]1)=[O:26]. (5) Given the product [OH:37][C@@H:35]([C:24]1[N:23]([C@H:20]2[CH2:21][CH2:22][C@H:17]([CH2:16][NH:15][C:46](=[O:47])[O:48][CH2:49][CH3:50])[CH2:18][CH2:19]2)[C:27]2=[C:28]3[S:34][CH:33]=[CH:32][C:29]3=[N:30][CH:31]=[C:26]2[N:25]=1)[CH3:36], predict the reactants needed to synthesize it. The reactants are: FC(F)(F)C(O)=O.FC(F)(F)C(O)=O.[NH2:15][CH2:16][C@H:17]1[CH2:22][CH2:21][C@H:20]([N:23]2[C:27]3=[C:28]4[S:34][CH:33]=[CH:32][C:29]4=[N:30][CH:31]=[C:26]3[N:25]=[C:24]2[C@H:35]([OH:37])[CH3:36])[CH2:19][CH2:18]1.C(N(CC)CC)C.Cl[C:46]([O:48][CH2:49][CH3:50])=[O:47]. (6) The reactants are: [OH:1][C:2]1[CH:3]=[C:4]([CH:8]([CH3:12])C(O)=O)[CH:5]=[CH:6][CH:7]=1.[OH2:13].[C:14]1([CH3:24])C=CC(S(O)(=O)=O)=CC=1.[CH2:25]([OH:27])C. Given the product [OH:1][C:2]1[CH:3]=[C:4]([CH2:8][CH2:12][C:25]([O:27][CH2:14][CH3:24])=[O:13])[CH:5]=[CH:6][CH:7]=1, predict the reactants needed to synthesize it. (7) Given the product [CH3:58][C:59]1([CH3:60])[O:43][C@@H:34]([CH2:35][O:1][C:2]2[CH:3]=[CH:4][C:5]([N:8]3[C:12]([CH3:14])([CH3:13])[C:11](=[O:15])[N:10]([C:16]4[CH:23]=[CH:22][C:19]([C:20]#[N:21])=[C:18]([C:24]([F:26])([F:27])[F:25])[CH:17]=4)[C:9]3=[S:28])=[CH:6][CH:7]=2)[CH2:36][O:37]1, predict the reactants needed to synthesize it. The reactants are: [OH:1][C:2]1[CH:7]=[CH:6][C:5]([N:8]2[C:12]([CH3:14])([CH3:13])[C:11](=[O:15])[N:10]([C:16]3[CH:23]=[CH:22][C:19]([C:20]#[N:21])=[C:18]([C:24]([F:27])([F:26])[F:25])[CH:17]=3)[C:9]2=[S:28])=[CH:4][CH:3]=1.CC(C)(C(=O)[C@H:34]([CH2:36][OH:37])[CH3:35])C=O.N(C(N1CCCCC1)=O)=NC(N1CCCCC1)=[O:43].[CH2:58](P(CCCC)CCCC)[CH2:59][CH2:60]C.